The task is: Predict the reactants needed to synthesize the given product.. This data is from Full USPTO retrosynthesis dataset with 1.9M reactions from patents (1976-2016). (1) Given the product [ClH:1].[Cl:1][C:2]1[CH:7]=[CH:6][C:5]([C:8]2([CH:12]3[C:21]4[C:16](=[CH:17][C:18]([O:22][CH2:23][CH2:24][NH:25][S:26]([CH2:29][CH2:30][CH3:31])(=[O:27])=[O:28])=[CH:19][CH:20]=4)[CH2:15][CH2:14][NH:13]3)[CH2:9][CH2:10][CH2:11]2)=[CH:4][CH:3]=1, predict the reactants needed to synthesize it. The reactants are: [Cl:1][C:2]1[CH:7]=[CH:6][C:5]([C:8]2([C:12]3[C:21]4[C:16](=[CH:17][C:18]([O:22][CH2:23][CH2:24][NH:25][S:26]([CH2:29][CH2:30][CH3:31])(=[O:28])=[O:27])=[CH:19][CH:20]=4)[CH2:15][CH2:14][N:13]=3)[CH2:11][CH2:10][CH2:9]2)=[CH:4][CH:3]=1.O.[BH4-].[Na+]. (2) Given the product [OH:3][CH:4]1[CH2:5][C:6]2([CH2:9][N:8]([C:10]([O:12][C:13]([CH3:15])([CH3:14])[CH3:16])=[O:11])[CH2:7]2)[CH2:17]1, predict the reactants needed to synthesize it. The reactants are: [BH4-].[Na+].[O:3]=[C:4]1[CH2:17][C:6]2([CH2:9][N:8]([C:10]([O:12][C:13]([CH3:16])([CH3:15])[CH3:14])=[O:11])[CH2:7]2)[CH2:5]1.